Predict the product of the given reaction. From a dataset of Forward reaction prediction with 1.9M reactions from USPTO patents (1976-2016). The product is: [Cl:1][C:2]1[CH:3]=[C:4]2[C:10]3([CH2:11][CH2:12][N:13]([CH2:16][CH2:17][CH2:18][NH2:19])[CH2:14][CH2:15]3)[CH2:9][N:8]([C:30]3[C:31]4[C@H:38]([CH3:39])[CH2:37][CH2:36][C:32]=4[N:33]=[CH:34][N:35]=3)[C:5]2=[CH:6][CH:7]=1. Given the reactants [Cl:1][C:2]1[CH:3]=[C:4]2[C:10]3([CH2:15][CH2:14][N:13]([CH2:16][CH2:17][CH2:18][N:19]4C(=O)C5C(=CC=CC=5)C4=O)[CH2:12][CH2:11]3)[CH2:9][N:8]([C:30]3[C:31]4[C@H:38]([CH3:39])[CH2:37][CH2:36][C:32]=4[N:33]=[CH:34][N:35]=3)[C:5]2=[CH:6][CH:7]=1.CN, predict the reaction product.